Dataset: Full USPTO retrosynthesis dataset with 1.9M reactions from patents (1976-2016). Task: Predict the reactants needed to synthesize the given product. (1) The reactants are: C([O:5][C:6](=[O:50])[C@:7]([NH:24][C:25]([NH:27][C@@H:28]1[CH2:43][C:42]2=[CH:44][CH:45]=[C:39]([CH:40]=[CH:41]2)[O:38][CH2:37][CH2:36][CH2:35][CH2:34][O:33][CH2:32][C@H:31]([CH:46]([CH3:48])[CH3:47])[NH:30][C:29]1=[O:49])=[O:26])([CH3:23])[CH2:8][C:9]1[CH:10]=[N:11][C:12]([NH:15]C(OC(C)(C)C)=O)=[CH:13][CH:14]=1)(C)(C)C.Cl.[OH-].[Na+].[Na]. Given the product [NH2:15][C:12]1[N:11]=[CH:10][C:9]([CH2:8][C@@:7]([NH:24][C:25]([NH:27][C@@H:28]2[CH2:43][C:42]3=[CH:44][CH:45]=[C:39]([CH:40]=[CH:41]3)[O:38][CH2:37][CH2:36][CH2:35][CH2:34][O:33][CH2:32][C@H:31]([CH:46]([CH3:47])[CH3:48])[NH:30][C:29]2=[O:49])=[O:26])([CH3:23])[C:6]([OH:50])=[O:5])=[CH:14][CH:13]=1, predict the reactants needed to synthesize it. (2) Given the product [CH2:7]([O:22][C:19]1[CH:20]=[CH:21][C:16]([Br:15])=[CH:17][C:18]=1[F:23])[C:8]1[CH:13]=[CH:12][CH:11]=[CH:10][CH:9]=1, predict the reactants needed to synthesize it. The reactants are: C([O-])([O-])=O.[K+].[K+].[CH2:7](Br)[C:8]1[CH:13]=[CH:12][CH:11]=[CH:10][CH:9]=1.[Br:15][C:16]1[CH:21]=[CH:20][C:19]([OH:22])=[C:18]([F:23])[CH:17]=1. (3) Given the product [CH2:1]([O:3][C:4](=[O:33])[C:5]1[CH:10]=[C:9]([O:11][C:12]([F:15])([F:14])[F:13])[C:8]([CH2:16][N:17]2[CH2:21][CH2:20][C@@H:19]([NH:22][C:23]([O:25][C:26]([CH3:28])([CH3:27])[CH3:29])=[O:24])[CH2:18]2)=[CH:7][C:6]=1[NH2:30])[CH3:2], predict the reactants needed to synthesize it. The reactants are: [CH2:1]([O:3][C:4](=[O:33])[C:5]1[CH:10]=[C:9]([O:11][C:12]([F:15])([F:14])[F:13])[C:8]([CH2:16][N:17]2[CH2:21][CH2:20][C@@H:19]([NH:22][C:23]([O:25][C:26]([CH3:29])([CH3:28])[CH3:27])=[O:24])[CH2:18]2)=[CH:7][C:6]=1[N+:30]([O-])=O)[CH3:2].C(OC(=O)C1C=C(OC(F)(F)F)C(C=C)=CC=1N)C. (4) Given the product [Cl:1][C:2]1[N:7]2[CH:8]=[C:9]([C:11]([O:13][CH2:14][CH3:15])=[O:12])[N:10]=[C:6]2[CH:5]=[C:4]([CH3:16])[C:3]=1[C:17](=[O:19])[C:62]([O:45][CH3:41])=[O:63], predict the reactants needed to synthesize it. The reactants are: [Cl:1][C:2]1[N:7]2[CH:8]=[C:9]([C:11]([O:13][CH2:14][CH3:15])=[O:12])[N:10]=[C:6]2[CH:5]=[C:4]([CH3:16])[C:3]=1[C:17]([OH:19])=O.[Br-].C(C[S+]1CCCC1)#N.CCN(C(C)C)C(C)C.CN([C:41]([O:45]N1N=NC2C=CC=NC1=2)=[N+](C)C)C.F[P-](F)(F)(F)(F)F.[C:62]([O-])(O)=[O:63].[Na+].OOS([O-])=O.[K+]. (5) Given the product [CH2:76]([O:75][C:69]1[CH:68]=[C:67]2[C:72](=[CH:71][C:70]=1[C:130]1[CH:131]=[CH:132][C:133]3[C:138](=[CH:137][CH:136]=[CH:135][CH:134]=3)[CH:129]=1)[C:142](=[O:145])[CH2:64][CH2:66]2)[C:81]1[CH:80]=[CH:79][CH:78]=[CH:83][CH:84]=1, predict the reactants needed to synthesize it. The reactants are: CC(CCCCCCCCC(N[C@H]1[C@H](OC2C3OC4C=CC([C@@H](O)[C@@H]5NC(=O)[C@H](NC([C@@H]6N[C:64]([C@H:66]7NC(=O)[C@@H](CC8C=CC(OC=2C=C6C=3)=CC=8)N[C:84](=O)[C@H:83](NC)[C:78]2[CH:79]=[CH:80][C:81](O)=[C:76](C=2)[O:75][C:69]2[CH:70]=[C:71](O)[C:72](Cl)=[C:67]7[CH:68]=2)=O)=O)C2C=CC(O)=C(C=2)C2C(O[C@H]3O[C@H](CO)[C@@H](O)[C@H](O)[C@@H]3O)=CC(O)=CC=2[C@@H](C(NCCCN(C)C)=O)NC5=O)=CC=4Cl)O[C@H](C(O)=O)[C@@H](O)[C@@H]1O)=O)C.[CH:129]1[C:138]2[C:133](=[CH:134][CH:135]=[CH:136][CH:137]=2)[CH:132]=[CH:131][C:130]=1B(O)O.[C:142](=[O:145])([O-])[O-].[Na+].[Na+].